From a dataset of Catalyst prediction with 721,799 reactions and 888 catalyst types from USPTO. Predict which catalyst facilitates the given reaction. (1) Reactant: [NH2:1][CH2:2][C@@H:3]1[N:8]2[C:9]3[C:18]4[C:13](=[CH:14][CH:15]=[CH:16][CH:17]=4)[N:12]=[C:11]([NH2:19])[C:10]=3[N:20]=[C:7]2[CH2:6][O:5][CH2:4]1.C(N(CC)CC)C.[CH3:28][S:29](Cl)(=[O:31])=[O:30].O. Product: [NH2:19][C:11]1[C:10]2[N:20]=[C:7]3[CH2:6][O:5][CH2:4][C@H:3]([CH2:2][NH:1][S:29]([CH3:28])(=[O:31])=[O:30])[N:8]3[C:9]=2[C:18]2[C:13](=[CH:14][CH:15]=[CH:16][CH:17]=2)[N:12]=1. The catalyst class is: 2. (2) Reactant: [Cl:1][C:2]1[CH:7]=[C:6]([F:8])[C:5]([N+:9]([O-])=O)=[CH:4][C:3]=1[CH3:12].Cl. Product: [Cl:1][C:2]1[C:3]([CH3:12])=[CH:4][C:5]([NH2:9])=[C:6]([F:8])[CH:7]=1. The catalyst class is: 447.